From a dataset of Reaction yield outcomes from USPTO patents with 853,638 reactions. Predict the reaction yield, written as a fraction of the theoretical maximum amount of product (1.0 means a 100% yield; for example, 0.34 means a 34% yield). (1) The reactants are C(OC([N:8]1[CH2:12][CH2:11][CH2:10][CH:9]1[C:13](=[O:31])[NH:14][C:15]1[CH:20]=[CH:19][C:18]([C:21]2[CH:26]=[CH:25][CH:24]=[CH:23][C:22]=2[S:27]([CH3:30])(=[O:29])=[O:28])=[CH:17][CH:16]=1)=O)(C)(C)C.FC(F)(F)C(O)=O. The catalyst is C(Cl)Cl. The product is [CH3:30][S:27]([C:22]1[CH:23]=[CH:24][CH:25]=[CH:26][C:21]=1[C:18]1[CH:19]=[CH:20][C:15]([NH:14][C:13]([CH:9]2[CH2:10][CH2:11][CH2:12][NH:8]2)=[O:31])=[CH:16][CH:17]=1)(=[O:29])=[O:28]. The yield is 1.00. (2) The reactants are [F:1][C:2]1[CH:10]=[C:9]2[C:5]([CH:6]=[N:7][NH:8]2)=[CH:4][C:3]=1[NH2:11].[CH2:12]=[C:13]1[O:17][C:15](=O)[CH2:14]1.[F:18][C:19]1[CH:26]=[CH:25][C:22]([CH:23]=O)=[CH:21][CH:20]=1.[NH2:27][C:28]([NH2:30])=[O:29].[O-]S(C(F)(F)F)(=O)=O.[Yb+3].[O-]S(C(F)(F)F)(=O)=O.[O-]S(C(F)(F)F)(=O)=O. The catalyst is CC#N.O. The product is [F:1][C:2]1[CH:10]=[C:9]2[C:5]([CH:6]=[N:7][NH:8]2)=[CH:4][C:3]=1[NH:11][C:15]([C:14]1[CH:23]([C:22]2[CH:25]=[CH:26][C:19]([F:18])=[CH:20][CH:21]=2)[NH:27][C:28](=[O:29])[NH:30][C:13]=1[CH3:12])=[O:17]. The yield is 0.0300. (3) The reactants are [Cl:1][C:2]1[C:3]([O:12][C:13]2[CH:18]=[C:17]([O:19][CH2:20][CH2:21][CH2:22][O:23][CH3:24])[CH:16]=[CH:15][C:14]=2[CH2:25][CH2:26][CH2:27][OH:28])=[N:4][CH:5]=[C:6]([C:8]([F:11])([F:10])[F:9])[CH:7]=1.Cl[S:30]([N:33]=[C:34]=[O:35])(=[O:32])=[O:31].N1C=CC=CC=1.[CH:42]([O:45][CH2:46][CH2:47][NH2:48])([CH3:44])[CH3:43]. The catalyst is C1(C)C=CC=CC=1.O. The product is [CH:42]([O:45][CH2:46][CH2:47][NH:48][S:30]([NH:33][C:34](=[O:35])[O:28][CH2:27][CH2:26][CH2:25][C:14]1[CH:15]=[CH:16][C:17]([O:19][CH2:20][CH2:21][CH2:22][O:23][CH3:24])=[CH:18][C:13]=1[O:12][C:3]1[C:2]([Cl:1])=[CH:7][C:6]([C:8]([F:9])([F:11])[F:10])=[CH:5][N:4]=1)(=[O:32])=[O:31])([CH3:44])[CH3:43]. The yield is 0.440. (4) The reactants are [F:1][C:2]([F:7])([F:6])[C:3]([OH:5])=[O:4].[NH2:8][C:9]1[N:14]=[CH:13][C:12]([C:15]2[CH:20]=[CH:19][C:18]([C:21]3[C:22]([S:27]([NH:30]C(C)(C)C)(=[O:29])=[O:28])=[CH:23][CH:24]=[CH:25][CH:26]=3)=[CH:17][C:16]=2[F:35])=[CH:11][N:10]=1. No catalyst specified. The product is [F:1][C:2]([F:7])([F:6])[C:3]([OH:5])=[O:4].[NH2:8][C:9]1[N:10]=[CH:11][C:12]([C:15]2[CH:20]=[CH:19][C:18]([C:21]3[C:22]([S:27]([NH2:30])(=[O:29])=[O:28])=[CH:23][CH:24]=[CH:25][CH:26]=3)=[CH:17][C:16]=2[F:35])=[CH:13][N:14]=1. The yield is 0.590.